From a dataset of Reaction yield outcomes from USPTO patents with 853,638 reactions. Predict the reaction yield, written as a fraction of the theoretical maximum amount of product (1.0 means a 100% yield; for example, 0.34 means a 34% yield). (1) The reactants are [Br:1][C:2]1[CH:14]=[CH:13][C:12]2[C:11]3[C:6](=[CH:7][C:8]([Br:15])=[CH:9][CH:10]=3)[NH:5][C:4]=2[CH:3]=1.Br[CH2:17][CH2:18][CH2:19][CH2:20][CH2:21][CH2:22][CH2:23][CH2:24][CH2:25][CH2:26][CH2:27][CH3:28].[OH-].[Na+]. The catalyst is CC(C)=O.S.C([N+](CCCC)(CCCC)CCCC)CCC. The product is [Br:1][C:2]1[CH:14]=[CH:13][C:12]2[C:11]3[C:6](=[CH:7][C:8]([Br:15])=[CH:9][CH:10]=3)[N:5]([CH2:28][CH2:27][CH2:26][CH2:25][CH2:24][CH2:23][CH2:22][CH2:21][CH2:20][CH2:19][CH2:18][CH3:17])[C:4]=2[CH:3]=1. The yield is 0.870. (2) The yield is 1.00. The catalyst is C1COCC1. The product is [C:1]([O:5][C:6]([N:8]1[CH2:9][CH2:10][N:11]([C:14]2[CH:19]=[CH:18][CH:17]=[CH:16][C:15]=2[O:20][CH2:21][CH:22]([N:24]([S:25]([CH3:28])(=[O:27])=[O:26])[CH3:33])[CH3:23])[CH2:12][CH2:13]1)=[O:7])([CH3:4])([CH3:2])[CH3:3]. The reactants are [C:1]([O:5][C:6]([N:8]1[CH2:13][CH2:12][N:11]([C:14]2[CH:19]=[CH:18][CH:17]=[CH:16][C:15]=2[O:20][CH2:21][CH:22]([NH:24][S:25]([CH3:28])(=[O:27])=[O:26])[CH3:23])[CH2:10][CH2:9]1)=[O:7])([CH3:4])([CH3:3])[CH3:2].[H-].[Na+].CI.[C:33](OCC)(=O)C. (3) The reactants are [CH3:1][C:2]1[CH:3]=[C:4]([C@H:12]2[CH2:17][C@@H:16]([C:18]3[O:22][NH:21][C:20](=[O:23])[CH:19]=3)[CH2:15][CH2:14][N:13]2C(OC)=O)[CH:5]=[CH:6][C:7]=1[C:8]([F:11])([F:10])[F:9].Br. No catalyst specified. The product is [CH3:1][C:2]1[CH:3]=[C:4]([C@H:12]2[CH2:17][C@@H:16]([C:18]3[O:22][NH:21][C:20](=[O:23])[CH:19]=3)[CH2:15][CH2:14][NH:13]2)[CH:5]=[CH:6][C:7]=1[C:8]([F:9])([F:10])[F:11]. The yield is 0.550. (4) The reactants are Cl.[CH2:2]([NH:4][C:5]([NH:7][C:8]1[CH:13]=[CH:12][C:11]([C:14]2[N:15]=[C:16]([N:24]3[CH2:29][CH2:28][O:27][CH2:26][C@@H:25]3[CH3:30])[C:17]3[CH2:23][CH2:22][NH:21][CH2:20][C:18]=3[N:19]=2)=[CH:10][CH:9]=1)=[O:6])[CH3:3].CC1C=CC(S(O[CH2:42][C@@H:43]2[CH2:47][O:46][C:45]([CH3:49])([CH3:48])[O:44]2)(=O)=O)=CC=1.[I-].[Na+].CCN(C(C)C)C(C)C. The catalyst is CN(C=O)C. The product is [CH3:48][C:45]1([CH3:49])[O:44][C@H:43]([CH2:42][N:21]2[CH2:22][CH2:23][C:17]3[C:16]([N:24]4[CH2:29][CH2:28][O:27][CH2:26][C@@H:25]4[CH3:30])=[N:15][C:14]([C:11]4[CH:10]=[CH:9][C:8]([NH:7][C:5]([NH:4][CH2:2][CH3:3])=[O:6])=[CH:13][CH:12]=4)=[N:19][C:18]=3[CH2:20]2)[CH2:47][O:46]1. The yield is 0.640. (5) The reactants are Cl.[N+:2]([C:5]1[CH:10]=[CH:9][C:8]([CH2:11][CH2:12][NH2:13])=[CH:7][CH:6]=1)([O-:4])=[O:3].[N+:14]([C:17]1[CH:24]=[CH:23][C:20]([CH:21]=O)=[CH:19][CH:18]=1)([O-:16])=[O:15].C(N(CC)CC)C. The catalyst is CN(C=O)C. The product is [N+:2]([C:5]1[CH:6]=[CH:7][C:8]([CH2:11][CH2:12][N:13]=[CH:21][C:20]2[CH:23]=[CH:24][C:17]([N+:14]([O-:16])=[O:15])=[CH:18][CH:19]=2)=[CH:9][CH:10]=1)([O-:4])=[O:3]. The yield is 0.680.